This data is from Full USPTO retrosynthesis dataset with 1.9M reactions from patents (1976-2016). The task is: Predict the reactants needed to synthesize the given product. (1) Given the product [Cl:1][C:2]1[CH:3]=[CH:4][C:5]([C:8]#[C:9][C:10]2[CH:11]=[CH:12][C:13]([O:14][CH2:15][CH2:16][NH:17][CH2:18][C:19]3[CH:20]=[CH:21][C:22]([CH2:25][NH:26][CH:27]([CH3:28])[CH3:32])=[CH:23][CH:24]=3)=[CH:30][CH:31]=2)=[CH:6][CH:7]=1, predict the reactants needed to synthesize it. The reactants are: [Cl:1][C:2]1[CH:7]=[CH:6][C:5]([C:8]#[C:9][C:10]2[CH:31]=[CH:30][C:13]([O:14][CH2:15][CH2:16][NH:17][CH2:18][C:19]3[CH:24]=[CH:23][C:22]([CH2:25][NH:26][CH2:27][CH2:28]C)=[CH:21][CH:20]=3)=[CH:12][CH:11]=2)=[CH:4][CH:3]=1.[CH:32](N)(C)C. (2) Given the product [CH3:10][O:9][C:7](=[O:8])[C:6]1[CH:11]=[C:12]([O:14][CH2:15][C:16]2[CH:21]=[CH:20][CH:19]=[CH:18][C:17]=2[CH3:22])[CH:13]=[C:4]([C:3]([OH:23])=[O:2])[CH:5]=1, predict the reactants needed to synthesize it. The reactants are: C[O:2][C:3](=[O:23])[C:4]1[CH:13]=[C:12]([O:14][CH2:15][C:16]2[CH:21]=[CH:20][CH:19]=[CH:18][C:17]=2[CH3:22])[CH:11]=[C:6]([C:7]([O:9][CH3:10])=[O:8])[CH:5]=1.[OH-].[K+]. (3) The reactants are: O[CH:2]1[C:11]2[C:6](=[CH:7][C:8]([O:12][CH3:13])=[CH:9][CH:10]=2)[S:5][CH2:4][C:3]1([C:15]1[CH:20]=[CH:19][C:18]([O:21][CH3:22])=[CH:17][CH:16]=1)[CH3:14].[CH2:23]([Si](C)(C)C)[CH:24]=[CH2:25]. Given the product [CH2:25]([CH:2]1[C:11]2[C:6](=[CH:7][C:8]([O:12][CH3:13])=[CH:9][CH:10]=2)[S:5][CH2:4][C:3]1([C:15]1[CH:20]=[CH:19][C:18]([O:21][CH3:22])=[CH:17][CH:16]=1)[CH3:14])[CH:24]=[CH2:23], predict the reactants needed to synthesize it. (4) Given the product [N:28]1([CH2:27][CH2:26][CH2:25][O:24][C:21]2[CH:22]=[CH:23][C:18]([C:12]3([CH2:11][NH:10][C:9]4[CH:8]=[CH:7][N:6]=[CH:5][C:4]=4[NH2:1])[CH2:17][CH2:16][O:15][CH2:14][CH2:13]3)=[CH:19][CH:20]=2)[CH2:32][CH2:31][CH2:30][CH2:29]1, predict the reactants needed to synthesize it. The reactants are: [N+:1]([C:4]1[CH:5]=[N:6][CH:7]=[CH:8][C:9]=1[NH:10][CH2:11][C:12]1([C:18]2[CH:23]=[CH:22][C:21]([O:24][CH2:25][CH2:26][CH2:27][N:28]3[CH2:32][CH2:31][CH2:30][CH2:29]3)=[CH:20][CH:19]=2)[CH2:17][CH2:16][O:15][CH2:14][CH2:13]1)([O-])=O. (5) Given the product [Cl:29][C:28]1[CH:27]=[CH:26][CH:25]=[C:24]([Cl:30])[C:23]=1[CH2:22][O:21][C:17]1[CH:16]=[C:15]([C:7]2[C:8]3[C:9](=[N:10][CH:11]=[N:12][C:13]=3[NH2:14])[NH:5][N:6]=2)[CH:20]=[CH:19][CH:18]=1, predict the reactants needed to synthesize it. The reactants are: C([N:5]1[C:9]2=[N:10][CH:11]=[N:12][C:13]([NH2:14])=[C:8]2[C:7]([C:15]2[CH:20]=[CH:19][CH:18]=[C:17]([O:21][CH2:22][C:23]3[C:28]([Cl:29])=[CH:27][CH:26]=[CH:25][C:24]=3[Cl:30])[CH:16]=2)=[N:6]1)(C)(C)C. (6) The reactants are: [Cl:1][C:2]1[CH:3]=[C:4]([CH:12]([CH2:26][CH:27]2[CH2:31][CH2:30][CH2:29][CH2:28]2)[C:13]([NH:15][C:16]2[CH:21]=[N:20][C:19]([C:22](=[NH:25])[NH:23][OH:24])=[CH:18][N:17]=2)=[O:14])[CH:5]=[CH:6][C:7]=1[S:8]([CH3:11])(=[O:10])=[O:9].[C:32](OC(=O)C)(=O)[CH3:33]. Given the product [Cl:1][C:2]1[CH:3]=[C:4]([CH:12]([CH2:26][CH:27]2[CH2:28][CH2:29][CH2:30][CH2:31]2)[C:13]([NH:15][C:16]2[CH:21]=[N:20][C:19]([C:22]3[N:25]=[C:32]([CH3:33])[O:24][N:23]=3)=[CH:18][N:17]=2)=[O:14])[CH:5]=[CH:6][C:7]=1[S:8]([CH3:11])(=[O:9])=[O:10], predict the reactants needed to synthesize it. (7) Given the product [CH3:16][O:15][CH2:14][C:10]([NH:9][C:7]([C:5]1[S:6][C:2]([Cl:1])=[CH:3][CH:4]=1)=[O:8])([CH2:17][O:18][CH3:19])[C:11](=[O:13])[NH:50][C:47]1[CH:48]=[CH:49][C:42]2[CH2:41][CH2:40][N:39]([CH3:38])[CH2:45][CH2:44][C:43]=2[CH:46]=1, predict the reactants needed to synthesize it. The reactants are: [Cl:1][C:2]1[S:6][C:5]([C:7]([NH:9][C:10]([CH2:17][O:18][CH3:19])([CH2:14][O:15][CH3:16])[C:11]([OH:13])=O)=[O:8])=[CH:4][CH:3]=1.C(OC1C=CC2C(=CC=CC=2)N1C(OCC)=O)C.[CH3:38][N:39]1[CH2:45][CH2:44][C:43]2[CH:46]=[C:47]([NH2:50])[CH:48]=[CH:49][C:42]=2[CH2:41][CH2:40]1. (8) Given the product [CH3:7][O:8][CH:9]=[C:36]1[CH2:37][CH2:38][C:33]2([O:32][CH2:31][CH2:30][O:29]2)[CH2:34][CH2:35]1, predict the reactants needed to synthesize it. The reactants are: C([Li])CCC.[Cl-].[CH3:7][O:8][CH2:9][P+](C1C=CC=CC=1)(C1C=CC=CC=1)C1C=CC=CC=1.[O:29]1[C:33]2([CH2:38][CH2:37][C:36](=O)[CH2:35][CH2:34]2)[O:32][CH2:31][CH2:30]1. (9) The reactants are: [H-].[Al+3].[Li+].[H-].[H-].[H-].[Al+3].[Cl-].[Cl-].[Cl-].[Cl:11][C:12]1[CH:17]=[CH:16][C:15]([N:18]2[C:22](=O)[C:21]3([CH2:28][CH2:27][CH2:26][CH2:25][CH2:24]3)[NH:20][C:19]2=[O:29])=[C:14]([F:30])[CH:13]=1. Given the product [Cl:11][C:12]1[CH:17]=[CH:16][C:15]([N:18]2[CH2:22][C:21]3([CH2:28][CH2:27][CH2:26][CH2:25][CH2:24]3)[NH:20][C:19]2=[O:29])=[C:14]([F:30])[CH:13]=1, predict the reactants needed to synthesize it. (10) Given the product [F:30][C:2]([F:1])([F:29])[C:3]1[N:7]=[C:6]([C:8]2[C:9]3[CH2:28][CH2:27][CH2:26][CH2:25][CH2:24][C:10]=3[S:11][C:12]=2[NH:13][C:14]([C:16]2[CH2:20][CH2:19][CH2:18][CH2:31][C:17]=2[C:21]([OH:23])=[O:22])=[O:15])[O:5][N:4]=1, predict the reactants needed to synthesize it. The reactants are: [F:1][C:2]([F:30])([F:29])[C:3]1[N:7]=[C:6]([C:8]2[C:9]3[CH2:28][CH2:27][CH2:26][CH2:25][CH2:24][C:10]=3[S:11][C:12]=2[NH:13][C:14]([C:16]2[CH2:20][CH2:19][CH2:18][C:17]=2[C:21]([OH:23])=[O:22])=[O:15])[O:5][N:4]=1.[CH3:31][Si]([N-][Si](C)(C)C)(C)C.[Li+].C12C(=O)OC(=O)C=1CCCC2.